The task is: Binary Classification. Given a miRNA mature sequence and a target amino acid sequence, predict their likelihood of interaction.. This data is from Experimentally validated miRNA-target interactions with 360,000+ pairs, plus equal number of negative samples. (1) The miRNA is hsa-miR-548h-3p with sequence CAAAAACCGCAAUUACUUUUGCA. The protein sequence of the target gene is MEQGEASPPVPAEHEAKCDTSNNEEEGELFDFDSGDEVPEADRQVPSADDRTRGAEAGGADENTCPAGNGTGAEPAPEAEPAKLVVPTKVNPYSVIDITPLQEDQPSSPDANTEEEGVGLRVPSGYSVPVPCGYAVPSNLPLLLPAYSSPVIIRAESVEEEEAAETVGDGQCNSLSSEDLPHSSEQGSQEGSALARWAADPANTAWMENPEEAIYDDVPRENSDSEPDEMIYDDVENGEEGGNSSPEYGWSSSEFESYEEPSDSEGKNGIPRSFLRSSHKKQLSHDLTRFKAHCEEKMRG.... Result: 0 (no interaction). (2) The miRNA is hsa-miR-214-5p with sequence UGCCUGUCUACACUUGCUGUGC. The protein sequence of the target gene is MQRAGSSGGRGECDISGAGRLGLEEAARLSCAVHTSPGGGRRPGQAAGMSAKERPKGKVIKDSVTLLPCFYFVELPILASSVVSLYFLELTDVFKPVHSGFSCYDRSLSMPYIEPTQEAIPFLMLLSLAFAGPAITIMVGEGILYCCLSKRRNGVGLEPNINAGGCNFNSFLRRAVRFVGVHVFGLCSTALITDIIQLSTGYQAPYFLTVCKPNYTSLNVSCKENSYIVEDICSGSDLTVINSGRKSFPSQHATLAAFAAVYVSMYFNSTLTDSSKLLKPLLVFTFIICGIICGLTRITQ.... Result: 0 (no interaction). (3) The protein sequence of the target gene is MDWDDEYSHNSFDLHCLLNSFPGDLEFEQIFSDIDEKIEQNAASIKHCIKEIQSEINKQCPGVQLQTTTDCFEWLTNYNYSTSESSFISHGDLIKFFKTLQDLLKNEQNQEEMTLDLLWDLSCHSSVSFPSTLSGTSFHFLSRTSLHSVEDNSSMDVKSMWDDIRLHLRRFLVSKLQSHNEINNSQQKILLKKQCLQQLLFLYPESEVIIKYQNIQNKLLANLLWNCFPSYNRDSNLDVIAHGYQSTMLKLYSVIKEDFNTLCEILAPSSMVKFIKETYLDTVTEEMAKFLENFCELQFR.... The miRNA is mmu-miR-344-3p with sequence UGAUCUAGCCAAAGCCUGACUGU. Result: 0 (no interaction). (4) Result: 0 (no interaction). The protein sequence of the target gene is MGAQGAQESIKAMWRVPGTTRRPVTGESPGMHRPEAMLLLLTLALLGGPTWAGKMYGPGGGKYFSTTEDYDHEITGLRVSVGLLLVKSVQVKLGDSWDVKLGALGGNTQEVTLQPGEYITKVFVAFQAFLRGMVMYTSKDRYFYFGKLDGQISSAYPSQEGQVLVGIYGQYQLLGIKSIGFEWNYPLEEPTTEPPVNLTYSANSPVGR. The miRNA is hsa-miR-3132 with sequence UGGGUAGAGAAGGAGCUCAGAGGA. (5) The miRNA is hsa-miR-4638-3p with sequence CCUGGACACCGCUCAGCCGGCCG. The protein sequence of the target gene is MPGCRISACGPGAQEGTAEQRSPPPPWDPMPSSQPPPPTPTLTPTPTPGQSPPLPDAAGASAGAAEDQELQRWRQGASGIAGLAGPGGGSGAAAGAGGRALELAEARRRLLEVEGRRRLVSELESRVLQLHRVFLAAELRLAHRAESLSRLSGGVAQAELYLAAHGSRLKKGPRRGRRGRPPALLASALGLGGCVPWGAGRLRRGHGPEPDSPFRRSPPRGPASPQR. Result: 1 (interaction). (6) The miRNA is hsa-miR-3143 with sequence AUAACAUUGUAAAGCGCUUCUUUCG. The protein sequence of the target gene is MQDTVTTSALLDPSHSSVSTQDNSSTGGHTSSTSPQLSKPSITPVPAKSRNPHPRANIRRMRRIIAEDPEWSLAIVPLLTELCIQHIIRNFQKNPILKQMLPEHQQKVLNHLSPDLPLAVTANLIDSENYWLRCCMHRWPVCHVAHHGGSWKRMFFERHLENLLKHFIPGTTDPAVILDLLPLCRNYVRRVHVDQFLPPVQLPAQLRPGDQSDSGSEGEMEEPTVDHYQLGDLVAGLSHLEELDLVYDVKDCGMNFEWNLFLFTYRDCLSLAAAIKACHTLKIFKLTRSKVDDDKARIII.... Result: 0 (no interaction). (7) The miRNA is hsa-miR-648 with sequence AAGUGUGCAGGGCACUGGU. The protein sequence of the target gene is METRPRLGATCLLGFSFLLLVISSDGHNGLGKGFGDHIHWRTLEDGKKEAAASGLPLMVIIHKSWCGACKALKPKFAESTEISELSHNFVMVNLEDEEEPKDEDFSPDGGYIPRILFLDPSGKVHPEIINENGNPSYKYFYVSAEQVVQGMKEAQERLTGDAFRKKHLEDEL. Result: 0 (no interaction).